Predict which catalyst facilitates the given reaction. From a dataset of Catalyst prediction with 721,799 reactions and 888 catalyst types from USPTO. (1) Reactant: [Br:1][C:2]1[CH:7]=[CH:6][C:5]([F:8])=[CH:4][C:3]=1[OH:9].CI.[C:12](=O)([O-])[O-].[K+].[K+]. Product: [Br:1][C:2]1[CH:7]=[CH:6][C:5]([F:8])=[CH:4][C:3]=1[O:9][CH3:12]. The catalyst class is: 9. (2) Reactant: [N:1]1[CH:6]=[CH:5][N:4]=[C:3]2[C:7](=[O:11])[O:8][C:9](=[O:10])[C:2]=12.[C:12]1([C:18]2[N:19]=[C:20]3[N:25]=[C:24]([NH2:26])[CH:23]=[CH:22][N:21]3[CH:27]=2)[CH:17]=[CH:16][CH:15]=[CH:14][CH:13]=1. Product: [C:12]1([C:18]2[N:19]=[C:20]3[N:25]=[C:24]([NH:26][C:7]([C:3]4[C:2]([C:9]([OH:8])=[O:10])=[N:1][CH:6]=[CH:5][N:4]=4)=[O:11])[CH:23]=[CH:22][N:21]3[CH:27]=2)[CH:13]=[CH:14][CH:15]=[CH:16][CH:17]=1. The catalyst class is: 241.